Dataset: Forward reaction prediction with 1.9M reactions from USPTO patents (1976-2016). Task: Predict the product of the given reaction. (1) Given the reactants Cl[C:2]1[C:7]([CH:8]2[CH2:10][CH2:9]2)=[CH:6][N:5]=[C:4]([C:11]#[N:12])[CH:3]=1.[F:13][CH2:14][CH2:15][OH:16].[H-].[Na+], predict the reaction product. The product is: [CH:8]1([C:7]2[C:2]([O:16][CH2:15][CH2:14][F:13])=[CH:3][C:4]([C:11]#[N:12])=[N:5][CH:6]=2)[CH2:10][CH2:9]1. (2) Given the reactants C(/C(=C/CC)/C=C/C(O)C)(C)(C)C.[C:14](/[C:18](=[CH:24]/[CH:25]([CH3:28])[CH2:26][CH3:27])/[C:19]#[C:20][C:21](=[O:23])[CH3:22])([CH3:17])([CH3:16])[CH3:15].[H-].[Al+3].[Li+].[H-].[H-].[H-], predict the reaction product. The product is: [C:14](/[C:18](=[CH:24]/[CH:25]([CH3:28])[CH2:26][CH3:27])/[CH:19]=[CH:20]/[CH:21]([OH:23])[CH3:22])([CH3:15])([CH3:17])[CH3:16].